From a dataset of Catalyst prediction with 721,799 reactions and 888 catalyst types from USPTO. Predict which catalyst facilitates the given reaction. (1) Reactant: [C:1]([C:3]1[CH:8]=[CH:7][C:6]([CH:9]([NH:16][CH2:17][C:18]2[CH:26]=[CH:25][C:21]([C:22]([O-])=[O:23])=[CH:20][CH:19]=2)[C:10]2[N:14]([CH3:15])[CH:13]=[N:12][CH:11]=2)=[CH:5][C:4]=1[C:27]1[C:36]2[C:31](=[CH:32][CH:33]=[CH:34][CH:35]=2)[CH:30]=[CH:29][CH:28]=1)#[N:2].[Li+].[ClH:38].[CH3:39][N:40](C)CCCN=C=NCC.ON1C2C=CC=CC=2N=N1.Cl.CN.CN1CCOCC1. Product: [ClH:38].[ClH:38].[C:1]([C:3]1[CH:8]=[CH:7][C:6]([CH:9]([NH:16][CH2:17][C:18]2[CH:26]=[CH:25][C:21]([C:22]([NH:40][CH3:39])=[O:23])=[CH:20][CH:19]=2)[C:10]2[N:14]([CH3:15])[CH:13]=[N:12][CH:11]=2)=[CH:5][C:4]=1[C:27]1[C:36]2[C:31](=[CH:32][CH:33]=[CH:34][CH:35]=2)[CH:30]=[CH:29][CH:28]=1)#[N:2]. The catalyst class is: 39. (2) Product: [NH2:5][CH2:6][CH2:7][C:8]1[N:13]=[C:12]([NH:14][C:15]([NH:17][C:18]2[N:19]=[C:20]([C:23]3[CH:24]=[CH:25][N:26]=[CH:27][CH:28]=3)[S:21][CH:22]=2)=[O:16])[CH:11]=[CH:10][CH:9]=1. Reactant: C1(=O)[N:5]([CH2:6][CH2:7][C:8]2[N:13]=[C:12]([NH:14][C:15]([NH:17][C:18]3[N:19]=[C:20]([C:23]4[CH:28]=[CH:27][N:26]=[CH:25][CH:24]=4)[S:21][CH:22]=3)=[O:16])[CH:11]=[CH:10][CH:9]=2)C(=O)C2=CC=CC=C12.O.NN. The catalyst class is: 14. (3) Reactant: [C:1]([C:4]1[CH:5]=[C:6]([CH:29]=[CH:30][CH:31]=1)[C:7]([N:9]([CH2:11][CH2:12][O:13][CH2:14][CH2:15][O:16][CH2:17][CH2:18][O:19][CH2:20][CH2:21][C:22]([O:24]C(C)(C)C)=[O:23])[CH3:10])=[O:8])(=[O:3])[NH2:2].FC(F)(F)C(O)=O. Product: [C:1]([C:4]1[CH:5]=[C:6]([CH:29]=[CH:30][CH:31]=1)[C:7]([N:9]([CH2:11][CH2:12][O:13][CH2:14][CH2:15][O:16][CH2:17][CH2:18][O:19][CH2:20][CH2:21][C:22]([OH:24])=[O:23])[CH3:10])=[O:8])(=[O:3])[NH2:2]. The catalyst class is: 4.